From a dataset of Full USPTO retrosynthesis dataset with 1.9M reactions from patents (1976-2016). Predict the reactants needed to synthesize the given product. (1) The reactants are: [C:1]([O:5][C:6]([N:8]1[C:12]2[CH:13]=[CH:14][CH:15]=[CH:16][C:11]=2[N:10]=[C:9]1[CH2:17][NH:18][CH:19]1[C:28]2[N:27]=[CH:26][CH:25]=[CH:24][C:23]=2[CH2:22][CH2:21][CH2:20]1)=[O:7])([CH3:4])([CH3:3])[CH3:2].[C:29]([O:33][C:34](=[O:39])[NH:35][CH2:36][CH:37]=O)([CH3:32])([CH3:31])[CH3:30].C(O[BH-](OC(=O)C)OC(=O)C)(=O)C.[Na+].C([O-])(O)=O.[Na+]. Given the product [C:1]([O:5][C:6]([N:8]1[C:12]2[CH:13]=[CH:14][CH:15]=[CH:16][C:11]=2[N:10]=[C:9]1[CH2:17][N:18]([CH2:37][CH2:36][NH:35][C:34]([O:33][C:29]([CH3:32])([CH3:31])[CH3:30])=[O:39])[CH:19]1[C:28]2[N:27]=[CH:26][CH:25]=[CH:24][C:23]=2[CH2:22][CH2:21][CH2:20]1)=[O:7])([CH3:4])([CH3:2])[CH3:3], predict the reactants needed to synthesize it. (2) Given the product [CH:1]1([NH:7][C:8](=[O:38])[O:9][C@H:10]2[CH2:11][CH2:12][C@H:13]([C:16]3[CH:21]=[CH:20][C:19]([OH:22])=[CH:18][C:17]=3[OH:30])[CH2:14][CH2:15]2)[CH2:6][CH2:5][CH2:4][CH2:3][CH2:2]1, predict the reactants needed to synthesize it. The reactants are: [CH:1]1([NH:7][C:8](=[O:38])[O:9][C@H:10]2[CH2:15][CH2:14][C@H:13]([C:16]3[CH:21]=[CH:20][C:19]([O:22][Si](C(C)(C)C)(C)C)=[CH:18][C:17]=3[O:30][Si](C(C)(C)C)(C)C)[CH2:12][CH2:11]2)[CH2:6][CH2:5][CH2:4][CH2:3][CH2:2]1.[F-]. (3) The reactants are: C[O:2][C:3]1[C:8]2[NH:9][C:10]([C:12]3[S:13][CH:14]=[CH:15][CH:16]=3)=[N:11][C:7]=2[C:6]([C:17]([OH:19])=O)=[CH:5][CH:4]=1.[S:20]1[CH:24]=[CH:23][CH:22]=[C:21]1[CH2:25][CH2:26][NH2:27]. Given the product [OH:2][C:3]1[C:8]2[NH:9][C:10]([C:12]3[S:13][CH:14]=[CH:15][CH:16]=3)=[N:11][C:7]=2[C:6]([C:17]([NH:27][CH2:26][CH2:25][C:21]2[S:20][CH:24]=[CH:23][CH:22]=2)=[O:19])=[CH:5][CH:4]=1, predict the reactants needed to synthesize it. (4) Given the product [C:2]1([N:8]2[CH2:12][CH2:11][C@@H:10]([NH:13][C:14]3[C:15]([CH:30]4[O:25][CH:26]([O:31][NH:32][C:42](=[O:55])[CH:37]=[CH2:38])[CH2:27][CH2:28][CH2:29]4)=[CH:16][CH:17]=[CH:18][N:19]=3)[CH2:9]2)[CH:3]=[CH:4][CH:5]=[CH:6][CH:7]=1, predict the reactants needed to synthesize it. The reactants are: Cl.[C:2]1([N:8]2[CH2:12][CH2:11][C@@H:10]([NH:13][C:14]3[N:19]=[CH:18][C:17](/C=C/C(O)=O)=[CH:16][CH:15]=3)[CH2:9]2)[CH:7]=[CH:6][CH:5]=[CH:4][CH:3]=1.[O:25]1[CH2:30][CH2:29][CH2:28][CH2:27][CH:26]1[O:31][NH2:32].ON1[C:38]2C=CC=[CH:42][C:37]=2N=N1.CN(C)CCCN=C=NCC.C([O-])(O)=[O:55].[Na+]. (5) The reactants are: [Br:1][C:2]1[C:3]([CH2:12]Br)=[C:4]([CH:9]=[CH:10][CH:11]=1)[C:5]([O:7]C)=O.Cl.[NH2:15][CH2:16][CH2:17][CH2:18][CH2:19][CH2:20][C:21]([O:23][CH3:24])=[O:22].C(N(CC)CC)C. Given the product [Br:1][C:2]1[CH:11]=[CH:10][CH:9]=[C:4]2[C:3]=1[CH2:12][N:15]([CH2:16][CH2:17][CH2:18][CH2:19][CH2:20][C:21]([O:23][CH3:24])=[O:22])[C:5]2=[O:7], predict the reactants needed to synthesize it. (6) Given the product [CH2:30]([O:37][C:38]([N:15]1[C:16]([CH3:29])=[C:17]([CH2:18][C:19]2[CH:24]=[CH:23][C:22]([O:25][CH:26]([CH3:27])[CH3:28])=[CH:21][CH:20]=2)[C:13]([O:12][C@@H:1]2[O:9][C@H:8]([CH2:10][OH:11])[C@@H:6]([OH:7])[C@H:4]([OH:5])[C@H:2]2[OH:3])=[N:14]1)=[O:39])[C:31]1[CH:36]=[CH:35][CH:34]=[CH:33][CH:32]=1, predict the reactants needed to synthesize it. The reactants are: [C@@H:1]1([O:12][C:13]2[C:17]([CH2:18][C:19]3[CH:24]=[CH:23][C:22]([O:25][CH:26]([CH3:28])[CH3:27])=[CH:21][CH:20]=3)=[C:16]([CH3:29])[NH:15][N:14]=2)[O:9][C@H:8]([CH2:10][OH:11])[C@@H:6]([OH:7])[C@H:4]([OH:5])[C@H:2]1[OH:3].[CH2:30]([O:37][C:38](ON1C(=O)CCC1=O)=[O:39])[C:31]1[CH:36]=[CH:35][CH:34]=[CH:33][CH:32]=1. (7) Given the product [CH2:1]([O:8][C:9]([C:18]1[CH:23]=[CH:22][C:21]([N:24]2[CH2:29][CH2:28][N:27]([C:30](=[O:33])[CH2:31][N:49]3[C:48](=[O:53])[C:47]([C:44]4[CH:45]=[C:46]5[O:37][CH2:38][CH2:39][O:40][C:41]5=[N:42][CH:43]=4)([CH3:54])[NH:51][C:50]3=[O:52])[CH2:26][CH2:25]2)=[C:20]([CH:34]=[CH:35][CH3:36])[CH:19]=1)([C:14]([F:17])([F:16])[F:15])[C:10]([F:13])([F:12])[F:11])[C:2]1[CH:7]=[CH:6][CH:5]=[CH:4][CH:3]=1, predict the reactants needed to synthesize it. The reactants are: [CH2:1]([O:8][C:9]([C:18]1[CH:23]=[CH:22][C:21]([N:24]2[CH2:29][CH2:28][N:27]([C:30](=[O:33])[CH2:31]Br)[CH2:26][CH2:25]2)=[C:20](/[CH:34]=[CH:35]\[CH3:36])[CH:19]=1)([C:14]([F:17])([F:16])[F:15])[C:10]([F:13])([F:12])[F:11])[C:2]1[CH:7]=[CH:6][CH:5]=[CH:4][CH:3]=1.[O:37]1[C:46]2[C:41](=[N:42][CH:43]=[C:44]([C:47]3([CH3:54])[NH:51][C:50](=[O:52])[NH:49][C:48]3=[O:53])[CH:45]=2)[O:40][CH2:39][CH2:38]1.